From a dataset of Forward reaction prediction with 1.9M reactions from USPTO patents (1976-2016). Predict the product of the given reaction. (1) Given the reactants [CH3:1][N:2]1[C:10]2[C:5](=[CH:6][CH:7]=[C:8]([N+:11]([O-:13])=[O:12])[CH:9]=2)[C:4]([C:14](=O)[C:15]([N:17]2[CH2:21][CH2:20][CH2:19][CH2:18]2)=O)=[CH:3]1.B.C1COCC1, predict the reaction product. The product is: [CH3:1][N:2]1[C:10]2[C:5](=[CH:6][CH:7]=[C:8]([N+:11]([O-:13])=[O:12])[CH:9]=2)[C:4]([CH2:14][CH2:15][N:17]2[CH2:21][CH2:20][CH2:19][CH2:18]2)=[CH:3]1. (2) Given the reactants [CH3:1][O:2][C:3]1[CH:4]=[C:5]([CH:13]([NH:15][C:16]2[C:17]3[N:18]=[CH:19][N:20]([C:35]=3[N:36]=[CH:37][N:38]=2)[C@@H:21]2[O:31][C@H:25]([CH:26](C(=O)C)[OH:27])[C@@:23](C(=O)C)([OH:24])[CH2:22]2)[CH3:14])[CH:6]=[C:7]([O:11][CH3:12])[C:8]=1[O:9][CH3:10].CO.N, predict the reaction product. The product is: [CH3:1][O:2][C:3]1[CH:4]=[C:5]([CH:13]([NH:15][C:16]2[C:17]3[N:18]=[CH:19][N:20]([C:35]=3[N:36]=[CH:37][N:38]=2)[C@@H:21]2[O:31][C@H:25]([CH2:26][OH:27])[C@@H:23]([OH:24])[CH2:22]2)[CH3:14])[CH:6]=[C:7]([O:11][CH3:12])[C:8]=1[O:9][CH3:10]. (3) Given the reactants [Cl:1][C:2]1[CH:30]=[CH:29][CH:28]=[C:27]([C:31]([F:34])([F:33])[F:32])[C:3]=1[C:4]([N:6]1[C:14]2[C:9](=[C:10]([CH:15]=[O:16])[CH:11]=[CH:12][CH:13]=2)[C:8]([C:17]2[CH:26]=[CH:25][C:20]([C:21]([O:23]C)=[O:22])=[CH:19][CH:18]=2)=[N:7]1)=[O:5].[Li+].[OH-].Cl, predict the reaction product. The product is: [Cl:1][C:2]1[CH:30]=[CH:29][CH:28]=[C:27]([C:31]([F:34])([F:32])[F:33])[C:3]=1[C:4]([N:6]1[C:14]2[C:9](=[C:10]([CH:15]=[O:16])[CH:11]=[CH:12][CH:13]=2)[C:8]([C:17]2[CH:18]=[CH:19][C:20]([C:21]([OH:23])=[O:22])=[CH:25][CH:26]=2)=[N:7]1)=[O:5]. (4) Given the reactants ClC(O[C:5]1[C:13]2[NH:12][C:11]([OH:14])=[N:10][C:9]=2[CH:8]=[CH:7][CH:6]=1)=O.[NH2:15][C:16]1[CH:21]=[CH:20][C:19]([C:22]([O-:24])=[O:23])=[CH:18][CH:17]=1.C(N([CH2:30][CH3:31])CC)C.C1C[O:35][CH2:34]C1, predict the reaction product. The product is: [CH2:30]([O:23][C:22]([C:19]1[CH:20]=[CH:21][C:16]([NH:15][C:34]([N:10]2[C:9]3[CH:8]=[CH:7][CH:6]=[CH:5][C:13]=3[NH:12][C:11]2=[O:14])=[O:35])=[CH:17][CH:18]=1)=[O:24])[CH3:31].